Dataset: Reaction yield outcomes from USPTO patents with 853,638 reactions. Task: Predict the reaction yield, written as a fraction of the theoretical maximum amount of product (1.0 means a 100% yield; for example, 0.34 means a 34% yield). (1) The reactants are C([NH:8][CH:9]1[CH2:14][CH2:13][N:12]([C:15]([O:17][C:18]([CH3:21])([CH3:20])[CH3:19])=[O:16])[CH2:11][CH2:10]1)C1C=CC=CC=1.C[OH:23]. The catalyst is C(O)(=O)C.[C].[Pd]. The product is [C:18]([OH:17])(=[O:23])[CH3:21].[NH2:8][CH:9]1[CH2:10][CH2:11][N:12]([C:15]([O:17][C:18]([CH3:21])([CH3:20])[CH3:19])=[O:16])[CH2:13][CH2:14]1. The yield is 0.570. (2) The reactants are [C:1]([O:5][C:6](=[O:24])[NH:7][C:8]([CH3:23])([CH3:22])[CH2:9][O:10][C:11]1[CH:16]=[CH:15][CH:14]=[C:13]([N+:17]([O-])=O)[C:12]=1[C:20]#[N:21])([CH3:4])([CH3:3])[CH3:2]. The catalyst is C(OCC)(=O)C.C(O)C.[Pd]. The product is [C:1]([O:5][C:6](=[O:24])[NH:7][C:8]([CH3:23])([CH3:22])[CH2:9][O:10][C:11]1[CH:16]=[CH:15][CH:14]=[C:13]([NH2:17])[C:12]=1[C:20]#[N:21])([CH3:4])([CH3:2])[CH3:3]. The yield is 1.00. (3) The reactants are [CH3:1][N:2]1[NH:6][CH:5]=[CH:4]O1.[Li]CCCC.[Mg+2].[Br-].[Br-].CC[O:17]CC.[O:20]([CH2:27][CH2:28][CH2:29][CH2:30][CH2:31][CH2:32][CH:33]=[O:34])[C:21]1[CH:26]=[CH:25][CH:24]=[CH:23][CH:22]=1. The catalyst is C1COCC1. The product is [O:20]([CH2:27][CH2:28][CH2:29][CH2:30][CH2:31][CH2:32][CH:33]([C:1]1[O:17][C:5]([CH3:4])=[N:6][N:2]=1)[OH:34])[C:21]1[CH:26]=[CH:25][CH:24]=[CH:23][CH:22]=1. The yield is 0.530. (4) The reactants are Br[C:2]1[O:6][C:5]([CH:7]=[O:8])=[CH:4][CH:3]=1.[CH2:9]([NH:11][CH2:12][CH3:13])[CH3:10]. The catalyst is CS(C)=O.CCCCCCCC[N+](CCCCCCCC)(CCCCCCCC)C.[Cl-]. The product is [CH2:9]([N:11]([CH2:12][CH3:13])[C:2]1[O:6][C:5]([CH:7]=[O:8])=[CH:4][CH:3]=1)[CH3:10]. The yield is 0.850. (5) The reactants are [Cl:1][C:2]1[CH:7]=[CH:6][C:5]([S:8]([CH2:11][C:12]#[N:13])(=[O:10])=[O:9])=[CH:4][CH:3]=1.[C:14](=O)([O-])[O-].[K+].[K+].[N:20]1[CH:25]=[CH:24][CH:23]=[C:22]([N:26]=[C:27]=[S:28])[CH:21]=1. The catalyst is CC(C)=O. The product is [Cl:1][C:2]1[CH:3]=[CH:4][C:5]([S:8]([C:11](=[C:27]([S:28][CH3:14])[NH:26][C:22]2[CH:21]=[N:20][CH:25]=[CH:24][CH:23]=2)[C:12]#[N:13])(=[O:9])=[O:10])=[CH:6][CH:7]=1. The yield is 0.160. (6) The reactants are Br[C:2]1[C:10]2[C:9]([NH:11][C@H:12]([C:14]3[N:19]([C:20]4[CH:25]=[CH:24][CH:23]=[CH:22][CH:21]=4)[C:18](=[O:26])[C:17]4=[C:27]([CH3:30])[CH:28]=[CH:29][N:16]4[N:15]=3)[CH3:13])=[N:8][CH:7]=[N:6][C:5]=2[N:4]([CH2:31][O:32][CH2:33][CH2:34][Si:35]([CH3:38])([CH3:37])[CH3:36])[CH:3]=1.[CH3:39][O:40][C:41]1[CH:46]=[CH:45][C:44]([CH3:47])=[CH:43][C:42]=1B(O)O.C(=O)([O-])[O-].[Na+].[Na+]. The catalyst is Cl[Pd](Cl)([P](C1C=CC=CC=1)(C1C=CC=CC=1)C1C=CC=CC=1)[P](C1C=CC=CC=1)(C1C=CC=CC=1)C1C=CC=CC=1. The product is [CH3:39][O:40][C:41]1[CH:46]=[CH:45][C:44]([CH3:47])=[CH:43][C:42]=1[C:2]1[C:10]2[C:9]([NH:11][C@H:12]([C:14]3[N:19]([C:20]4[CH:25]=[CH:24][CH:23]=[CH:22][CH:21]=4)[C:18](=[O:26])[C:17]4=[C:27]([CH3:30])[CH:28]=[CH:29][N:16]4[N:15]=3)[CH3:13])=[N:8][CH:7]=[N:6][C:5]=2[N:4]([CH2:31][O:32][CH2:33][CH2:34][Si:35]([CH3:38])([CH3:37])[CH3:36])[CH:3]=1. The yield is 0.700. (7) The reactants are Cl[C:2]1[CH:7]=[C:6]([O:8][C:9]2[C:10]([CH:31]3[CH2:33][CH2:32]3)=[N:11][C:12]([N:17]3[CH2:22][CH2:21][N:20]([C:23](=[O:27])[CH2:24][CH2:25][OH:26])[C@H:19]([CH:28]4[CH2:30][CH2:29]4)[CH2:18]3)=[C:13]([CH:16]=2)[C:14]#[N:15])[CH:5]=[CH:4][N:3]=1.[B-](F)(F)(F)[CH:35]=[CH2:36].[K+].CCN(C(C)C)C(C)C. The catalyst is C(O)(C)C. The product is [CH:31]1([C:10]2[C:9]([O:8][C:6]3[CH:5]=[CH:4][N:3]=[C:2]([CH:35]=[CH2:36])[CH:7]=3)=[CH:16][C:13]([C:14]#[N:15])=[C:12]([N:17]3[CH2:22][CH2:21][N:20]([C:23](=[O:27])[CH2:24][CH2:25][OH:26])[C@H:19]([CH:28]4[CH2:30][CH2:29]4)[CH2:18]3)[N:11]=2)[CH2:33][CH2:32]1. The yield is 0.550. (8) The reactants are [Cl:1][C:2]1[CH:3]=[C:4]([N:23]([C@H:26]2[CH2:31][CH2:30][C@H:29]([N:32]([CH3:34])[CH3:33])[CH2:28][CH2:27]2)[CH2:24][CH3:25])[C:5]([CH3:22])=[C:6]([CH:21]=1)[C:7]([NH:9][CH2:10][C:11]1[C:12]([CH3:20])=[N:13][N:14]([CH2:18][CH3:19])[C:15]=1[O:16]C)=[O:8]. The catalyst is Cl. The product is [Cl:1][C:2]1[CH:3]=[C:4]([N:23]([C@H:26]2[CH2:31][CH2:30][C@H:29]([N:32]([CH3:33])[CH3:34])[CH2:28][CH2:27]2)[CH2:24][CH3:25])[C:5]([CH3:22])=[C:6]([CH:21]=1)[C:7]([NH:9][CH2:10][C:11]1[C:15](=[O:16])[N:14]([CH2:18][CH3:19])[NH:13][C:12]=1[CH3:20])=[O:8]. The yield is 0.207. (9) The reactants are [CH:1]1[C:13]2[CH:12]([CH2:14][O:15][C:16]([NH:18][C@@H:19]([C:30]([OH:32])=O)[CH2:20][C:21]3[CH:26]=[C:25]([Br:27])[C:24]([OH:28])=[C:23]([Br:29])[CH:22]=3)=[O:17])[C:11]3[C:6](=[CH:7][CH:8]=[CH:9][CH:10]=3)[C:5]=2[CH:4]=[CH:3][CH:2]=1.[CH3:33][C:34]([CH3:60])([O:36][C:37]([NH:39][CH2:40][CH2:41][CH2:42][CH2:43][C@@H:44]([C:46]([N:48]1[CH2:53][CH2:52][N:51]([C:54]2[CH:59]=[CH:58][N:57]=[CH:56][CH:55]=2)[CH2:50][CH2:49]1)=[O:47])[NH2:45])=[O:38])[CH3:35].CN(C(ON1N=NC2C=CC=CC1=2)=[N+](C)C)C.[B-](F)(F)(F)F.C1C=CC2N(O)N=NC=2C=1.CCN(C(C)C)C(C)C. The catalyst is CN(C)C=O. The product is [CH:10]1[C:11]2[CH:12]([CH2:14][O:15][C:16]([NH:18][C@@H:19]([C:30]([NH:45][C@H:44]([C:46]([N:48]3[CH2:53][CH2:52][N:51]([C:54]4[CH:55]=[CH:56][N:57]=[CH:58][CH:59]=4)[CH2:50][CH2:49]3)=[O:47])[CH2:43][CH2:42][CH2:41][CH2:40][NH:39][C:37]([O:36][C:34]([CH3:33])([CH3:60])[CH3:35])=[O:38])=[O:32])[CH2:20][C:21]3[CH:22]=[C:23]([Br:29])[C:24]([OH:28])=[C:25]([Br:27])[CH:26]=3)=[O:17])[C:13]3[C:5](=[CH:4][CH:3]=[CH:2][CH:1]=3)[C:6]=2[CH:7]=[CH:8][CH:9]=1. The yield is 0.490.